From a dataset of Blood-brain barrier permeability classification from the B3DB database. Regression/Classification. Given a drug SMILES string, predict its absorption, distribution, metabolism, or excretion properties. Task type varies by dataset: regression for continuous measurements (e.g., permeability, clearance, half-life) or binary classification for categorical outcomes (e.g., BBB penetration, CYP inhibition). Dataset: b3db_classification. The drug is NC(C(=O)N[C@@H]1C(=O)N2C(C(=O)O)=C(CSc3cn[nH]n3)CS[C@H]12)c1ccc(O)cc1. The result is 0 (does not penetrate BBB).